From a dataset of Forward reaction prediction with 1.9M reactions from USPTO patents (1976-2016). Predict the product of the given reaction. (1) Given the reactants [C:1]1([C:7]2[CH:8]=[C:9]3[C:13](=[C:14]([C:16]([NH2:18])=[O:17])[CH:15]=2)[NH:12][CH:11]=[CH:10]3)[CH:6]=[CH:5][CH:4]=[CH:3][CH:2]=1.[CH2:19]([N:26]1[CH2:31][CH2:30][CH2:29][CH2:28][C:27]1=O)[C:20]1[CH:25]=[CH:24][CH:23]=[CH:22][CH:21]=1.C[O-].[Na+], predict the reaction product. The product is: [C:1]1([C:7]2[CH:8]=[C:9]3[C:13](=[C:14]([C:16]([NH2:18])=[O:17])[CH:15]=2)[NH:12][CH:11]=[C:10]3[C:29]2[CH2:30][CH2:31][N:26]([CH2:19][C:20]3[CH:25]=[CH:24][CH:23]=[CH:22][CH:21]=3)[CH2:27][CH:28]=2)[CH:6]=[CH:5][CH:4]=[CH:3][CH:2]=1. (2) Given the reactants [CH2:1]1[C:10]2[C:5](=[CH:6][CH:7]=[CH:8][CH:9]=2)[C:4](=[O:11])[CH2:3][O:2]1.O=P(Cl)(Cl)Cl.C(#N)C.O.[CH2:21]([Cl:23])Cl, predict the reaction product. The product is: [Cl:23][C:21]1[C:9]2[C:10](=[CH:5][CH:6]=[CH:7][CH:8]=2)[CH2:1][O:2][C:3]=1[CH:4]=[O:11]. (3) Given the reactants [H-].[Na+].[CH2:3]([N:5]([C:9]1[CH:28]=[CH:27][C:12]2[N:13]([CH2:20][CH:21]3[CH2:26][CH2:25][O:24][CH2:23][CH2:22]3)[C:14]([C:16]([OH:19])([CH3:18])[CH3:17])=[N:15][C:11]=2[CH:10]=1)[C:6](=[O:8])[CH3:7])[CH3:4].I[CH3:30], predict the reaction product. The product is: [CH2:3]([N:5]([C:9]1[CH:28]=[CH:27][C:12]2[N:13]([CH2:20][CH:21]3[CH2:22][CH2:23][O:24][CH2:25][CH2:26]3)[C:14]([C:16]([O:19][CH3:30])([CH3:18])[CH3:17])=[N:15][C:11]=2[CH:10]=1)[C:6](=[O:8])[CH3:7])[CH3:4]. (4) Given the reactants [NH2:1][C:2]1[N:3]=[CH:4][C:5]([C:8]2[C:9]([F:19])=[C:10]([OH:18])[C:11]([CH:14]3[CH2:17][CH2:16][CH2:15]3)=[CH:12][CH:13]=2)=[N:6][CH:7]=1.Cl[C:21]1[N:25]([CH3:26])[N:24]=[C:23]([C:27]([F:30])([F:29])[F:28])[C:22]=1[C:31]([O:33][CH2:34][CH3:35])=[O:32], predict the reaction product. The product is: [NH2:1][C:2]1[N:3]=[CH:4][C:5]([C:8]2[C:9]([F:19])=[C:10]([C:11]([CH:14]3[CH2:15][CH2:16][CH2:17]3)=[CH:12][CH:13]=2)[O:18][C:21]2[N:25]([CH3:26])[N:24]=[C:23]([C:27]([F:28])([F:29])[F:30])[C:22]=2[C:31]([O:33][CH2:34][CH3:35])=[O:32])=[N:6][CH:7]=1.